This data is from Forward reaction prediction with 1.9M reactions from USPTO patents (1976-2016). The task is: Predict the product of the given reaction. (1) The product is: [CH3:11][N:8]1[C:7]([CH2:12][N:13]2[CH2:14][CH2:15][CH:16]([N:19]3[CH2:24][CH2:23][O:22][CH2:21][CH2:20]3)[CH2:17][CH2:18]2)=[N:6][C:5]2[C:9]1=[N:10][C:2]([C:39]1[C:48]3[C:43](=[CH:44][CH:45]=[CH:46][CH:47]=3)[C:42]([NH2:49])=[N:41][CH:40]=1)=[N:3][C:4]=2[N:25]1[CH2:30][CH2:29][O:28][CH2:27][CH2:26]1. Given the reactants Cl[C:2]1[N:10]=[C:9]2[C:5]([N:6]=[C:7]([CH2:12][N:13]3[CH2:18][CH2:17][CH:16]([N:19]4[CH2:24][CH2:23][O:22][CH2:21][CH2:20]4)[CH2:15][CH2:14]3)[N:8]2[CH3:11])=[C:4]([N:25]2[CH2:30][CH2:29][O:28][CH2:27][CH2:26]2)[N:3]=1.CC1(C)C(C)(C)OB([C:39]2[C:48]3[C:43](=[CH:44][CH:45]=[CH:46][CH:47]=3)[C:42]([NH2:49])=[N:41][CH:40]=2)O1.C([O-])([O-])=O.[Na+].[Na+], predict the reaction product. (2) Given the reactants Cl[C:2]1[N:7]=[C:6]([NH2:8])[N:5]=[C:4]([NH:9][CH3:10])[CH:3]=1.CC1(C)OB([C:17]2[CH:23]=[CH:22][C:20]([NH2:21])=[CH:19][CH:18]=2)OC1(C)C.C(=O)([O-])[O-].[Na+].[Na+].O1CCOCC1, predict the reaction product. The product is: [NH2:21][C:20]1[CH:22]=[CH:23][C:17]([C:2]2[N:7]=[C:6]([NH2:8])[N:5]=[C:4]([NH:9][CH3:10])[CH:3]=2)=[CH:18][CH:19]=1. (3) Given the reactants Br[C:2]1[CH:3]=[C:4]([C:12]2[S:13][C:14]([CH3:25])=[C:15]([CH2:17][O:18][CH:19]3[CH2:24][CH2:23][CH2:22][CH2:21][O:20]3)[N:16]=2)[CH:5]=[C:6]([C:8]([F:11])([F:10])[F:9])[CH:7]=1.C([Li])CCC.CN(C)[CH:33]=[O:34].O, predict the reaction product. The product is: [CH3:25][C:14]1[S:13][C:12]([C:4]2[CH:3]=[C:2]([CH:7]=[C:6]([C:8]([F:11])([F:10])[F:9])[CH:5]=2)[CH:33]=[O:34])=[N:16][C:15]=1[CH2:17][O:18][CH:19]1[CH2:24][CH2:23][CH2:22][CH2:21][O:20]1. (4) Given the reactants CS(C)=O.F[C:6]1[CH:7]=[C:8]([CH:11]=[CH:12][CH:13]=1)[C:9]#[N:10].[NH2:14][CH2:15][CH:16]1[CH2:21][CH2:20][NH:19][CH2:18][CH2:17]1, predict the reaction product. The product is: [NH2:14][CH2:15][CH:16]1[CH2:21][CH2:20][N:19]([C:6]2[CH:7]=[C:8]([CH:11]=[CH:12][CH:13]=2)[C:9]#[N:10])[CH2:18][CH2:17]1.